This data is from Forward reaction prediction with 1.9M reactions from USPTO patents (1976-2016). The task is: Predict the product of the given reaction. (1) Given the reactants C1([OH:7])C=CC=CC=1.[CH:8]1([N:14]=[C:15]=[N:16][CH:17]2[CH2:22][CH2:21][CH2:20][CH2:19][CH2:18]2)[CH2:13][CH2:12][CH2:11][CH2:10][CH2:9]1.N1(C2C=CN=CC=2)CCCC1, predict the reaction product. The product is: [CH:17]1([NH:16][C:15]([NH:14][CH:8]2[CH2:9][CH2:10][CH2:11][CH2:12][CH2:13]2)=[O:7])[CH2:22][CH2:21][CH2:20][CH2:19][CH2:18]1. (2) The product is: [Cl:11][C:12]1([C:13]#[N:14])[CH2:15][CH:3]2[CH2:4][CH:5]([CH:8]([CH3:10])[CH3:9])[CH:6]1[CH:7]=[C:2]2[CH3:1]. Given the reactants [CH3:1][C:2]1[CH:7]=[CH:6][C@@H:5]([CH:8]([CH3:10])[CH3:9])[CH2:4][CH:3]=1.[Cl:11][C:12](=[CH2:15])[C:13]#[N:14], predict the reaction product. (3) Given the reactants [CH3:1][O:2][C:3](=[O:14])[C:4](=O)[CH:5](Cl)[C:6]1[CH:11]=[CH:10][CH:9]=[CH:8][CH:7]=1.[NH2:15][C:16]([NH2:18])=[S:17], predict the reaction product. The product is: [CH3:1][O:2][C:3]([C:4]1[N:15]=[C:16]([NH2:18])[S:17][C:5]=1[C:6]1[CH:11]=[CH:10][CH:9]=[CH:8][CH:7]=1)=[O:14]. (4) Given the reactants [Cl:1][C:2]1[C:3]([CH2:12][O:13][C:14]2[CH:15]=[N:16][C:17]([O:21][CH:22]([CH3:24])[CH3:23])=[C:18]([Cl:20])[CH:19]=2)=[CH:4][C:5]2[O:9][N:8]=[C:7]([NH2:10])[C:6]=2[CH:11]=1.[CH3:25][S:26](Cl)(=[O:28])=[O:27].C(N(CC)CC)C, predict the reaction product. The product is: [Cl:1][C:2]1[C:3]([CH2:12][O:13][C:14]2[CH:15]=[N:16][C:17]([O:21][CH:22]([CH3:24])[CH3:23])=[C:18]([Cl:20])[CH:19]=2)=[CH:4][C:5]2[O:9][N:8]=[C:7]([NH:10][S:26]([CH3:25])(=[O:28])=[O:27])[C:6]=2[CH:11]=1.